From a dataset of Plasma protein binding rate (PPBR) regression data from AstraZeneca. Regression/Classification. Given a drug SMILES string, predict its absorption, distribution, metabolism, or excretion properties. Task type varies by dataset: regression for continuous measurements (e.g., permeability, clearance, half-life) or binary classification for categorical outcomes (e.g., BBB penetration, CYP inhibition). For this dataset (ppbr_az), we predict Y. (1) The compound is CC(C)(C)CCN1CC[C@H](CNC(=O)c2cc(Cl)cc(Cl)c2)[C@H](F)C1. The Y is 95.5 %. (2) The compound is Nc1ccc(S(=O)(=O)Nc2ccnn2-c2ccccc2)cc1. The Y is 99.4 %. (3) The drug is O=C1NC(=O)C(c2cnc3ccccn23)=C1c1cn2c3c(cccc13)CN(C(=O)N1CCOCC1)CC2. The Y is 85.8 %. (4) The molecule is C[C@H](Nc1ncc(Cl)c(Nc2cc(N(C)C)[nH]n2)n1)c1ncc(F)cn1. The Y is 89.5 %. (5) The molecule is O=C(NCC1(O)CCCCCC1)c1cc(-c2ccccc2C(=O)O)ccc1Cl. The Y is 91.1 %. (6) The Y is 96.9 %. The drug is O=C(NS(=O)(=O)c1ccccc1Cl)N1CCC(N2CCC(Oc3ccc(Cl)c(Cl)c3)CC2)CC1. (7) The drug is Cc1cc(Nc2cnc(C#N)c(N[C@@H](C)c3ncc(F)cn3)n2)n[nH]1. The Y is 81.4 %. (8) The molecule is CN1CCN(c2cc3c(Nc4ccc(F)cc4F)c(C(N)=O)cnc3cc2F)CC1. The Y is 75.5 %.